This data is from Reaction yield outcomes from USPTO patents with 853,638 reactions. The task is: Predict the reaction yield, written as a fraction of the theoretical maximum amount of product (1.0 means a 100% yield; for example, 0.34 means a 34% yield). (1) The reactants are [F:1][C:2]1[CH:3]=[CH:4][C:5](O)=[C:6]([C:8](=O)[CH3:9])[CH:7]=1.CC1C=CC(S([O:22][CH2:23][C@@H:24]2[O:26][CH2:25]2)(=O)=O)=CC=1.C(=O)([O-])[O-:28].[K+].[K+].CN(C)C=O. The product is [F:1][C:2]1[CH:3]=[CH:4][CH2:5][C@:6]([CH2:8][CH:9]=[O:28])([O:22][CH2:23][CH:24]2[CH2:25][O:26]2)[CH:7]=1. The yield is 0.760. The catalyst is C(OCC)(=O)C.O. (2) The catalyst is O. The product is [CH3:1][N:2]([CH3:34])[CH2:3][CH2:4][CH2:5][C:6]1[CH:7]=[C:8]([NH:13][C:14]2[N:15]=[CH:16][C:17]3[CH2:18][C:19](=[S:36])[NH:20][C:21]4[CH:28]=[C:27]([C:29]([F:32])([F:31])[F:30])[CH:26]=[CH:25][C:22]=4[C:23]=3[N:24]=2)[C:9]([CH3:12])=[N:10][CH:11]=1. The reactants are [CH3:1][N:2]([CH3:34])[CH2:3][CH2:4][CH2:5][C:6]1[CH:7]=[C:8]([NH:13][C:14]2[N:15]=[CH:16][C:17]3[CH2:18][C:19](=O)[NH:20][C:21]4[CH:28]=[C:27]([C:29]([F:32])([F:31])[F:30])[CH:26]=[CH:25][C:22]=4[C:23]=3[N:24]=2)[C:9]([CH3:12])=[N:10][CH:11]=1.P12(SP3(SP(SP(S3)(S1)=S)(=S)S2)=S)=[S:36].N1C=CC=CC=1.C(=O)([O-])[O-].[Na+].[Na+]. The yield is 0.770. (3) The reactants are [O:1]1[CH2:6][CH2:5][CH:4]([N:7]2[CH2:11][CH2:10][NH:9][C:8]2=[O:12])[CH2:3][CH2:2]1.N1C=CC=CC=1.[C:19](Cl)(Cl)=[O:20].[CH2:23]([C:25]1[N:30]=[C:29]([NH2:31])[CH:28]=[CH:27][C:26]=1[O:32][C:33]1[CH:38]=[CH:37][N:36]=[C:35]([C:39]2[CH:40]=[N:41][C:42]([CH3:45])=[CH:43][CH:44]=2)[CH:34]=1)[CH3:24]. The catalyst is C(Cl)Cl. The product is [CH2:23]([C:25]1[N:30]=[C:29]([NH:31][C:19]([N:9]2[CH2:10][CH2:11][N:7]([CH:4]3[CH2:3][CH2:2][O:1][CH2:6][CH2:5]3)[C:8]2=[O:12])=[O:20])[CH:28]=[CH:27][C:26]=1[O:32][C:33]1[CH:38]=[CH:37][N:36]=[C:35]([C:39]2[CH:40]=[N:41][C:42]([CH3:45])=[CH:43][CH:44]=2)[CH:34]=1)[CH3:24]. The yield is 0.0700.